This data is from Reaction yield outcomes from USPTO patents with 853,638 reactions. The task is: Predict the reaction yield, written as a fraction of the theoretical maximum amount of product (1.0 means a 100% yield; for example, 0.34 means a 34% yield). (1) The reactants are [F:1][C:2]1[CH:11]=[CH:10][C:5]([C:6](OC)=[O:7])=[CH:4][C:3]=1[O:12][CH2:13][C:14]1[CH:19]=[CH:18][C:17]([F:20])=[CH:16][CH:15]=1.[H-].[H-].[H-].[H-].[Li+].[Al+3].O.[OH-].[Na+]. The catalyst is C1COCC1. The product is [F:1][C:2]1[CH:11]=[CH:10][C:5]([CH2:6][OH:7])=[CH:4][C:3]=1[O:12][CH2:13][C:14]1[CH:15]=[CH:16][C:17]([F:20])=[CH:18][CH:19]=1. The yield is 0.860. (2) The reactants are [H-].[Na+].[CH3:3][N:4]1[C:9](=[O:10])[CH2:8][C:7]2[S:11][C:12]([CH3:14])=[CH:13][C:6]=2[S:5]1(=[O:16])=[O:15].[H][H].[C:19]1([N:25]=[C:26]=[O:27])[CH:24]=[CH:23][CH:22]=[CH:21][CH:20]=1. The catalyst is O1CCCC1. The product is [CH3:3][N:4]1[C:9](=[O:10])[CH:8]([C:26]([NH:25][C:19]2[CH:24]=[CH:23][CH:22]=[CH:21][CH:20]=2)=[O:27])[C:7]2[S:11][C:12]([CH3:14])=[CH:13][C:6]=2[S:5]1(=[O:16])=[O:15]. The yield is 0.690. (3) The reactants are CN(C(ON1N=NC2C=CC=NC1=2)=[N+](C)C)C.F[P-](F)(F)(F)(F)F.[F:25][C:26]1[CH:27]=[C:28]([NH:37][C:38]([C@@H:40]2[NH:49][CH2:48][CH2:47][C:46]3[N:45]=[C:44]([O:50][CH3:51])[CH:43]=[CH:42][C:41]2=3)=[O:39])[CH:29]=[C:30]2[C:34]=1[C:33]([CH3:36])([CH3:35])[CH2:32][CH2:31]2.CCN(C(C)C)C(C)C.[C@H:61]1([C:68](O)=[O:69])[CH2:64][C@@H:63]([C:65]([OH:67])=[O:66])[CH2:62]1. The catalyst is CN(C=O)C.O.C(#N)C.O. The product is [F:25][C:26]1[CH:27]=[C:28]([NH:37][C:38]([C@@H:40]2[N:49]([C:68]([C@@H:61]3[CH2:64][C@H:63]([C:65]([OH:67])=[O:66])[CH2:62]3)=[O:69])[CH2:48][CH2:47][C:46]3[N:45]=[C:44]([O:50][CH3:51])[CH:43]=[CH:42][C:41]2=3)=[O:39])[CH:29]=[C:30]2[C:34]=1[C:33]([CH3:35])([CH3:36])[CH2:32][CH2:31]2. The yield is 0.330. (4) The reactants are [Cl:1][C:2]1[CH:9]=[CH:8][C:7]([N+:10]([O-])=O)=[CH:6][C:3]=1[C:4]#[N:5].[OH-].[Na+]. The catalyst is C(O)C. The product is [C:4]([C:3]1[CH:6]=[C:7]([CH:8]=[CH:9][C:2]=1[Cl:1])[NH2:10])#[N:5]. The yield is 0.510. (5) The reactants are O.[Na+].[CH2:3]([S:11]([O-:14])(=[O:13])=[O:12])[CH2:4][CH2:5][CH2:6][CH2:7][CH2:8][CH2:9][CH3:10].[CH3:15][C@@H:16]1[O:21][C@@H:20]([O:22][C@@H:23]2[C:28]3=[C:29]([OH:46])[C:30]4[C:42](=[O:43])[C:41]5[C:36](=[CH:37][CH:38]=[CH:39][C:40]=5[O:44][CH3:45])[C:34](=[O:35])[C:31]=4[C:32]([OH:33])=[C:27]3[CH2:26][C@@:25]([OH:51])([C:47]([CH2:49][OH:50])=[O:48])[CH2:24]2)[CH2:19][C@H:18]([NH2:52])[C@@H:17]1[OH:53].Cl. The catalyst is O. The product is [CH3:15][C@@H:16]1[O:21][C@@H:20]([O:22][C@@H:23]2[C:28]3=[C:29]([OH:46])[C:30]4[C:42](=[O:43])[C:41]5[C:36](=[CH:37][CH:38]=[CH:39][C:40]=5[O:44][CH3:45])[C:34](=[O:35])[C:31]=4[C:32]([OH:33])=[C:27]3[CH2:26][C@@:25]([OH:51])([C:47]([CH2:49][OH:50])=[O:48])[CH2:24]2)[CH2:19][C@H:18]([NH2:52])[C@@H:17]1[OH:53].[CH2:3]([S:11]([O-:14])(=[O:12])=[O:13])[CH2:4][CH2:5][CH2:6][CH2:7][CH2:8][CH2:9][CH3:10]. The yield is 0.850. (6) The reactants are [C:1]([O:5][C:6]([NH:8][C:9]1[C:10]([CH3:21])=[C:11]([C:17](I)=[CH:18][CH:19]=1)[CH2:12][O:13][C:14](=[O:16])[CH3:15])=[O:7])([CH3:4])([CH3:3])[CH3:2].[CH3:22][O:23][C:24]([C:26]([NH:28][C:29]([O:31][CH2:32][C:33]1[CH:38]=[CH:37][CH:36]=[CH:35][CH:34]=1)=[O:30])=[CH2:27])=[O:25].C(=O)(O)[O-].[Na+]. The catalyst is O.[Cl-].C([N+](CCCC)(CCCC)CCCC)CCC.C1COCC1.C([O-])(=O)C.[Pd+2].C([O-])(=O)C. The product is [CH3:22][O:23][C:24](=[O:25])[C:26]([NH:28][C:29]([O:31][CH2:32][C:33]1[CH:34]=[CH:35][CH:36]=[CH:37][CH:38]=1)=[O:30])=[CH:27][C:17]1[CH:18]=[CH:19][C:9]([NH:8][C:6]([O:5][C:1]([CH3:4])([CH3:3])[CH3:2])=[O:7])=[C:10]([CH3:21])[C:11]=1[CH2:12][O:13][C:14](=[O:16])[CH3:15]. The yield is 0.690.